Predict the reactants needed to synthesize the given product. From a dataset of Full USPTO retrosynthesis dataset with 1.9M reactions from patents (1976-2016). (1) Given the product [O:9]1[CH2:10][CH2:11][O:12][CH:8]1[C:4]1[CH:3]=[C:2]([N:13]2[CH2:17][CH2:16][CH2:15][CH2:14]2)[CH:7]=[CH:6][CH:5]=1, predict the reactants needed to synthesize it. The reactants are: Br[C:2]1[CH:3]=[C:4]([CH:8]2[O:12][CH2:11][CH2:10][O:9]2)[CH:5]=[CH:6][CH:7]=1.[NH:13]1[CH2:17][CH2:16][CH2:15][CH2:14]1.CC([O-])(C)C.[Na+]. (2) Given the product [CH3:1][O:2][C:3]1[CH:4]=[C:5]([CH:6]=[CH:7][C:8]=1[O:9][CH3:10])[CH2:11][CH2:12][NH:13][C:21](=[O:24])[CH2:22][CH3:23], predict the reactants needed to synthesize it. The reactants are: [CH3:1][O:2][C:3]1[CH:4]=[C:5]([CH2:11][CH2:12][NH2:13])[CH:6]=[CH:7][C:8]=1[O:9][CH3:10].C(N(CC)CC)C.[C:21](O)(=[O:24])[CH2:22][CH3:23].CCCP1(OP(CCC)(=O)OP(CCC)(=O)O1)=O.